Task: Predict the product of the given reaction.. Dataset: Forward reaction prediction with 1.9M reactions from USPTO patents (1976-2016) (1) Given the reactants [CH:1]1([NH2:7])[CH2:6][CH2:5][CH2:4][CH2:3][CH2:2]1.[CH2:8]([O:10][C:11](=[O:25])[CH:12]([CH2:16][C:17](=O)[C:18]1[CH:23]=[CH:22][CH:21]=[CH:20][CH:19]=1)[C:13](=O)[CH3:14])[CH3:9].CC1C=CC(S(O)(=O)=O)=CC=1, predict the reaction product. The product is: [CH2:8]([O:10][C:11]([C:12]1[CH:16]=[C:17]([C:18]2[CH:19]=[CH:20][CH:21]=[CH:22][CH:23]=2)[N:7]([CH:1]2[CH2:6][CH2:5][CH2:4][CH2:3][CH2:2]2)[C:13]=1[CH3:14])=[O:25])[CH3:9]. (2) Given the reactants [CH3:1][C:2]1[CH:7]=[C:6]([CH3:8])[NH:5][C:4](=[O:9])[C:3]=1[CH2:10][NH:11][C:12](=[O:37])[C:13]1[CH:18]=[C:17]([C:19]#[C:20][CH:21]2[CH2:26][CH2:25][NH:24][CH2:23][CH2:22]2)[CH:16]=[C:15]([N:27]([CH2:34][CH3:35])[CH:28]2[CH2:33][CH2:32][O:31][CH2:30][CH2:29]2)[C:14]=1[CH3:36].CO.[CH:40](=O)[CH3:41].[Na], predict the reaction product. The product is: [CH3:1][C:2]1[CH:7]=[C:6]([CH3:8])[NH:5][C:4](=[O:9])[C:3]=1[CH2:10][NH:11][C:12](=[O:37])[C:13]1[CH:18]=[C:17]([C:19]#[C:20][CH:21]2[CH2:26][CH2:25][N:24]([CH2:40][CH3:41])[CH2:23][CH2:22]2)[CH:16]=[C:15]([N:27]([CH2:34][CH3:35])[CH:28]2[CH2:33][CH2:32][O:31][CH2:30][CH2:29]2)[C:14]=1[CH3:36]. (3) Given the reactants C[O:2][C:3]([C:5]1[CH:13]=[C:12]2[C:8]([C:9]([CH:32]3[CH2:37][CH2:36][CH2:35][CH2:34][CH2:33]3)=[C:10]([C:23]3[CH:28]=[CH:27][C:26]([NH2:29])=[C:25]([CH:30]=O)[CH:24]=3)[N:11]2[CH2:14][C:15]([N:17]2[CH2:22][CH2:21][O:20][CH2:19][CH2:18]2)=[O:16])=[CH:7][CH:6]=1)=[O:4].[CH3:38][C:39]1[O:43][C:42]([C:44](=O)[CH3:45])=[CH:41][CH:40]=1, predict the reaction product. The product is: [O:20]1[CH2:21][CH2:22][N:17]([C:15]([CH2:14][N:11]2[C:12]3[C:8](=[CH:7][CH:6]=[C:5]([C:3]([OH:4])=[O:2])[CH:13]=3)[C:9]([CH:32]3[CH2:33][CH2:34][CH2:35][CH2:36][CH2:37]3)=[C:10]2[C:23]2[CH:24]=[C:25]3[C:26](=[CH:27][CH:28]=2)[N:29]=[C:44]([C:42]2[O:43][C:39]([CH3:38])=[CH:40][CH:41]=2)[CH:45]=[CH:30]3)=[O:16])[CH2:18][CH2:19]1. (4) Given the reactants [CH2:1]([O:3][C:4]1[CH:5]=[C:6]([C@H:12]([N:18]2[C:26](=[O:27])[C:25]3[C:20](=[CH:21][CH:22]=[CH:23][C:24]=3[NH2:28])[C:19]2=[O:29])[CH2:13][S:14]([CH3:17])(=[O:16])=[O:15])[CH:7]=[CH:8][C:9]=1[O:10][CH3:11])[CH3:2].[CH:30]1([C:33](Cl)=[O:34])[CH2:32][CH2:31]1.CO, predict the reaction product. The product is: [CH:30]1([C:33]([NH:28][C:24]2[CH:23]=[CH:22][CH:21]=[C:20]3[C:25]=2[C:26](=[O:27])[N:18]([C@@H:12]([C:6]2[CH:7]=[CH:8][C:9]([O:10][CH3:11])=[C:4]([O:3][CH2:1][CH3:2])[CH:5]=2)[CH2:13][S:14]([CH3:17])(=[O:16])=[O:15])[C:19]3=[O:29])=[O:34])[CH2:32][CH2:31]1. (5) The product is: [NH2:20][C:8]([N:4]1[CH2:1][CH2:2][CH2:6][CH2:5]1)=[N:9][S:10]([C:13]1[CH:14]=[CH:15][C:16]([CH3:19])=[CH:17][CH:18]=1)(=[O:11])=[O:12]. Given the reactants [CH3:1][C:2]1[CH:6]=[C:5](C)[N:4]([C:8](=[NH:20])[NH:9][S:10]([C:13]2[CH:18]=[CH:17][C:16]([CH3:19])=[CH:15][CH:14]=2)(=[O:12])=[O:11])N=1.CS(O)(=O)=O.N1CCCC1, predict the reaction product.